Dataset: Forward reaction prediction with 1.9M reactions from USPTO patents (1976-2016). Task: Predict the product of the given reaction. (1) Given the reactants F[C:2]1[CH:7]=[CH:6][CH:5]=[C:4]([F:8])[N:3]=1.CN(C=O)C.C([O-])([O-])=O.[K+].[K+].[OH:20][C:21]1[CH:22]=[C:23]([C:26]([F:29])([F:28])[F:27])[S:24][CH:25]=1, predict the reaction product. The product is: [F:8][C:4]1[CH:5]=[CH:6][CH:7]=[C:2]([O:20][C:21]2[CH:22]=[C:23]([C:26]([F:29])([F:28])[F:27])[S:24][CH:25]=2)[N:3]=1. (2) The product is: [C:34]([O:33][C:31]([N:28]1[CH2:27][CH2:26][C:25]2([N:21]([C:18]([C:7]3[CH:6]=[CH:5][C:4]([CH:1]4[CH2:2][CH2:3]4)=[C:9]([CH2:10][C:11]4[CH:12]=[CH:13][C:14]([F:17])=[CH:15][CH:16]=4)[N:8]=3)=[O:20])[CH2:22][CH2:23][CH2:24]2)[CH2:30][CH2:29]1)=[O:32])([CH3:37])([CH3:35])[CH3:36]. Given the reactants [CH:1]1([C:4]2[CH:5]=[CH:6][C:7]([C:18]([OH:20])=O)=[N:8][C:9]=2[CH2:10][C:11]2[CH:16]=[CH:15][C:14]([F:17])=[CH:13][CH:12]=2)[CH2:3][CH2:2]1.[NH:21]1[C:25]2([CH2:30][CH2:29][N:28]([C:31]([O:33][C:34]([CH3:37])([CH3:36])[CH3:35])=[O:32])[CH2:27][CH2:26]2)[CH2:24][CH2:23][CH2:22]1.CN(C(ON1N=NC2C=CC=CC1=2)=[N+](C)C)C.[B-](F)(F)(F)F.CCN(C(C)C)C(C)C, predict the reaction product. (3) Given the reactants [Cl:1][C:2]1[C:3]([NH:33][C:34]2[CH:38]=[C:37]([CH3:39])[NH:36][N:35]=2)=[N:4][C:5]([NH:8][C:9]2[C:14]([CH3:15])=[CH:13][C:12]([CH:16]3[CH2:21][CH2:20][N:19](CC4C=CC(OC)=CC=4)[C:18](=[O:31])[CH2:17]3)=[C:11]([CH3:32])[CH:10]=2)=[N:6][CH:7]=1, predict the reaction product. The product is: [Cl:1][C:2]1[C:3]([NH:33][C:34]2[CH:38]=[C:37]([CH3:39])[NH:36][N:35]=2)=[N:4][C:5]([NH:8][C:9]2[C:14]([CH3:15])=[CH:13][C:12]([CH:16]3[CH2:21][CH2:20][NH:19][C:18](=[O:31])[CH2:17]3)=[C:11]([CH3:32])[CH:10]=2)=[N:6][CH:7]=1. (4) Given the reactants [CH2:1]([N:3]1[C:7]([N:8]2[CH2:14][CH2:13][CH2:12][CH:11]([NH:15][C:16](=[O:21])[C:17]([F:20])([F:19])[F:18])[CH2:10][CH2:9]2)=[C:6]([N+:22]([O-])=O)[CH:5]=[N:4]1)[CH3:2].[C:25]([O:29][C:30]([NH:32][C:33]1[S:37][C:36]([C:38]2[C:43]([F:44])=[CH:42][CH:41]=[CH:40][C:39]=2[F:45])=[N:35][C:34]=1[C:46](O)=[O:47])=[O:31])([CH3:28])([CH3:27])[CH3:26].CN(C(ON1N=NC2C=CC=NC1=2)=[N+](C)C)C.F[P-](F)(F)(F)(F)F.CCN(C(C)C)C(C)C, predict the reaction product. The product is: [F:45][C:39]1[CH:40]=[CH:41][CH:42]=[C:43]([F:44])[C:38]=1[C:36]1[S:37][C:33]([NH:32][C:30](=[O:31])[O:29][C:25]([CH3:27])([CH3:26])[CH3:28])=[C:34]([C:46](=[O:47])[NH:22][C:6]2[CH:5]=[N:4][N:3]([CH2:1][CH3:2])[C:7]=2[N:8]2[CH2:14][CH2:13][CH2:12][CH:11]([NH:15][C:16](=[O:21])[C:17]([F:20])([F:19])[F:18])[CH2:10][CH2:9]2)[N:35]=1. (5) Given the reactants [N+:1]([C:4]1[C:13]2[C:8](=[CH:9][CH:10]=[CH:11][CH:12]=2)[C:7]([OH:14])=[CH:6][CH:5]=1)([O-:3])=[O:2].Cl.Cl[CH2:17][CH2:18][N:19]1[CH2:24][CH2:23][O:22][CH2:21][CH2:20]1.[OH-].[Na+].C([O-])([O-])=O.[K+].[K+], predict the reaction product. The product is: [N:19]1([CH2:18][CH2:17][O:14][C:7]2[C:8]3[C:13](=[CH:12][CH:11]=[CH:10][CH:9]=3)[C:4]([N+:1]([O-:3])=[O:2])=[CH:5][CH:6]=2)[CH2:24][CH2:23][O:22][CH2:21][CH2:20]1.